Dataset: Reaction yield outcomes from USPTO patents with 853,638 reactions. Task: Predict the reaction yield, written as a fraction of the theoretical maximum amount of product (1.0 means a 100% yield; for example, 0.34 means a 34% yield). The reactants are [F:1][C:2]1([F:54])[CH2:7][O:6][C:5]([NH:8]C(C2C=CC(OC)=CC=2)(C2C=CC=C(OC)C=2)C2C=CC=CC=2)=[N:4][C@@:3]1([C:33]1[N:38]=[C:37]([NH:39][C:40]([C:42]2[C:47]([Cl:48])=[CH:46][C:45]([C:49]([F:52])([F:51])[F:50])=[CH:44][N:43]=2)=[O:41])[CH:36]=[CH:35][C:34]=1[F:53])[CH3:32].C(O)(C(F)(F)F)=O.[NH4+].[OH-]. The catalyst is ClCCl. The product is [NH2:8][C:5]1[O:6][CH2:7][C:2]([F:54])([F:1])[C@:3]([C:33]2[N:38]=[C:37]([NH:39][C:40]([C:42]3[C:47]([Cl:48])=[CH:46][C:45]([C:49]([F:52])([F:50])[F:51])=[CH:44][N:43]=3)=[O:41])[CH:36]=[CH:35][C:34]=2[F:53])([CH3:32])[N:4]=1. The yield is 0.659.